From a dataset of Full USPTO retrosynthesis dataset with 1.9M reactions from patents (1976-2016). Predict the reactants needed to synthesize the given product. (1) The reactants are: C([O:3][C:4]([C:6]1[CH:10]=[C:9]([C:11]2[N:12]([CH3:16])[CH:13]=[CH:14][CH:15]=2)[N:8]([C:17]2[CH:18]=[N:19][CH:20]=[CH:21][CH:22]=2)[N:7]=1)=[O:5])C.[OH-].[Na+]. Given the product [CH3:16][N:12]1[CH:13]=[CH:14][CH:15]=[C:11]1[C:9]1[N:8]([C:17]2[CH:18]=[N:19][CH:20]=[CH:21][CH:22]=2)[N:7]=[C:6]([C:4]([OH:5])=[O:3])[CH:10]=1, predict the reactants needed to synthesize it. (2) Given the product [C:14]([O:18][C:19]([N:21]1[CH2:26][CH2:25][CH:24]([CH2:27][O:11][CH2:10][CH2:9][C:6]2[CH:7]=[CH:8][C:3]([S:2][CH3:1])=[CH:4][CH:5]=2)[CH2:23][CH2:22]1)=[O:20])([CH3:17])([CH3:15])[CH3:16], predict the reactants needed to synthesize it. The reactants are: [CH3:1][S:2][C:3]1[CH:8]=[CH:7][C:6]([CH2:9][CH2:10][OH:11])=[CH:5][CH:4]=1.[H-].[Na+].[C:14]([O:18][C:19]([N:21]1[CH2:26][CH2:25][CH:24]([CH2:27]OS(C)(=O)=O)[CH2:23][CH2:22]1)=[O:20])([CH3:17])([CH3:16])[CH3:15].